From a dataset of Full USPTO retrosynthesis dataset with 1.9M reactions from patents (1976-2016). Predict the reactants needed to synthesize the given product. The reactants are: [CH:1]1([Mg]Br)[CH2:3][CH2:2]1.[CH2:6]([C@H:13]1[N:18]([C:19]([C:21]2[N:22]=[CH:23][N:24]([CH:32]3[CH2:39][CH2:38][CH2:37][CH2:36][C:33]43[O:35][CH2:34]4)[C:25]=2[C:26]2[CH:31]=[CH:30][CH:29]=[CH:28][CH:27]=2)=[O:20])[CH2:17][CH2:16][N:15]([C:40]([O:42][C:43]([CH3:46])([CH3:45])[CH3:44])=[O:41])[CH2:14]1)[C:7]1[CH:12]=[CH:11][CH:10]=[CH:9][CH:8]=1.[Cl-].[NH4+]. Given the product [CH2:6]([C@H:13]1[N:18]([C:19]([C:21]2[N:22]=[CH:23][N:24]([C@@H:32]3[CH2:39][CH2:38][CH2:37][CH2:36][C@:33]3([CH2:34][CH:1]3[CH2:3][CH2:2]3)[OH:35])[C:25]=2[C:26]2[CH:31]=[CH:30][CH:29]=[CH:28][CH:27]=2)=[O:20])[CH2:17][CH2:16][N:15]([C:40]([O:42][C:43]([CH3:45])([CH3:46])[CH3:44])=[O:41])[CH2:14]1)[C:7]1[CH:8]=[CH:9][CH:10]=[CH:11][CH:12]=1.[CH2:6]([C@H:13]1[N:18]([C:19]([C:21]2[N:22]=[CH:23][N:24]([C@H:32]3[CH2:39][CH2:38][CH2:37][CH2:36][C@@:33]3([CH2:34][CH:1]3[CH2:3][CH2:2]3)[OH:35])[C:25]=2[C:26]2[CH:31]=[CH:30][CH:29]=[CH:28][CH:27]=2)=[O:20])[CH2:17][CH2:16][N:15]([C:40]([O:42][C:43]([CH3:45])([CH3:46])[CH3:44])=[O:41])[CH2:14]1)[C:7]1[CH:8]=[CH:9][CH:10]=[CH:11][CH:12]=1, predict the reactants needed to synthesize it.